From a dataset of Peptide-MHC class II binding affinity with 134,281 pairs from IEDB. Regression. Given a peptide amino acid sequence and an MHC pseudo amino acid sequence, predict their binding affinity value. This is MHC class II binding data. (1) The peptide sequence is KKCDESVLTRLEAWLTE. The MHC is DRB5_0101 with pseudo-sequence DRB5_0101. The binding affinity (normalized) is 0.600. (2) The MHC is DRB1_0401 with pseudo-sequence DRB1_0401. The peptide sequence is GELQIVDKIDAAWKI. The binding affinity (normalized) is 0.533. (3) The peptide sequence is MWDPDVYLAFSGHRN. The MHC is HLA-DPA10103-DPB10301 with pseudo-sequence HLA-DPA10103-DPB10301. The binding affinity (normalized) is 0.315. (4) The peptide sequence is KDKWIELKESWGAIW. The MHC is DRB1_0405 with pseudo-sequence DRB1_0405. The binding affinity (normalized) is 0.146. (5) The peptide sequence is GAMRVTKDTNDNNLY. The MHC is HLA-DQA10201-DQB10303 with pseudo-sequence HLA-DQA10201-DQB10303. The binding affinity (normalized) is 0. (6) The peptide sequence is ISGIQYLAGLSTLPGNPA. The MHC is DRB1_1501 with pseudo-sequence DRB1_1501. The binding affinity (normalized) is 0.